From a dataset of Reaction yield outcomes from USPTO patents with 853,638 reactions. Predict the reaction yield, written as a fraction of the theoretical maximum amount of product (1.0 means a 100% yield; for example, 0.34 means a 34% yield). (1) The reactants are [N:1]1[CH:6]=[CH:5][C:4]([C:7]([OH:9])=[O:8])=[CH:3][C:2]=1[C:10]([OH:12])=[O:11].[C:13]1([CH2:19][CH2:20]O)[CH:18]=[CH:17][CH:16]=[CH:15][CH:14]=1.S(=O)(=O)(O)O. The catalyst is C1(C)C=CC=CC=1.ClCCl. The product is [C:13]1([CH2:19][CH2:20][O:11][C:10]([C:2]2[CH:3]=[C:4]([C:7]([O:9][CH2:20][CH2:19][C:13]3[CH:18]=[CH:17][CH:16]=[CH:15][CH:14]=3)=[O:8])[CH:5]=[CH:6][N:1]=2)=[O:12])[CH:18]=[CH:17][CH:16]=[CH:15][CH:14]=1. The yield is 0.430. (2) The reactants are [CH2:1]([N:3]1[C:7](=[NH:8])/[C:6](=[CH:9]/[C:10]2[CH:15]=[CH:14][C:13]([O:16][CH2:17][C:18]3[CH:23]=[CH:22][C:21]([O:24][CH3:25])=[CH:20][CH:19]=3)=[C:12]([O:26][CH3:27])[CH:11]=2)/[NH:5][C:4]1=[O:28])[CH3:2].[C:29](=O)([O-])[O-].[K+].[K+].IC.O. The catalyst is CN(C)C=O. The product is [CH2:1]([N:3]1[C:7](=[NH:8])/[C:6](=[CH:9]/[C:10]2[CH:15]=[CH:14][C:13]([O:16][CH2:17][C:18]3[CH:19]=[CH:20][C:21]([O:24][CH3:25])=[CH:22][CH:23]=3)=[C:12]([O:26][CH3:27])[CH:11]=2)/[N:5]([CH3:29])[C:4]1=[O:28])[CH3:2]. The yield is 0.870. (3) The reactants are [C:1]([O:5][C:6]([N:8]1[CH2:12][C@@H:11]([C:13]2[CH:18]=[CH:17][CH:16]=[CH:15][CH:14]=2)[C@@H:10]([CH2:19][OH:20])[CH2:9]1)=[O:7])([CH3:4])([CH3:3])[CH3:2].C(N(CC)CC)C.[CH3:28][S:29](Cl)(=[O:31])=[O:30]. The catalyst is ClCCl. The product is [C:1]([O:5][C:6]([N:8]1[CH2:12][C@@H:11]([C:13]2[CH:14]=[CH:15][CH:16]=[CH:17][CH:18]=2)[C@@H:10]([CH2:19][O:20][S:29]([CH3:28])(=[O:31])=[O:30])[CH2:9]1)=[O:7])([CH3:4])([CH3:3])[CH3:2]. The yield is 1.00.